This data is from Full USPTO retrosynthesis dataset with 1.9M reactions from patents (1976-2016). The task is: Predict the reactants needed to synthesize the given product. (1) Given the product [CH3:30][C:21]1[CH:26]=[CH:25][C:24]([C:27]2[CH:28]=[N:1][C:2]3[C:3]([C:12]=2[C:14]2[CH:15]=[C:16]([OH:20])[CH:17]=[CH:18][CH:19]=2)=[CH:4][CH:5]=[CH:6][C:7]=3[C:8]([F:11])([F:10])[F:9])=[CH:23][CH:22]=1, predict the reactants needed to synthesize it. The reactants are: [NH2:1][C:2]1[C:7]([C:8]([F:11])([F:10])[F:9])=[CH:6][CH:5]=[CH:4][C:3]=1[C:12]([C:14]1[CH:19]=[CH:18][CH:17]=[C:16]([OH:20])[CH:15]=1)=O.[C:21]1([CH3:30])[CH:26]=[CH:25][C:24]([CH2:27][CH:28]=O)=[CH:23][CH:22]=1. (2) Given the product [O:13]1[CH2:18][CH2:17][CH2:16][CH2:15][CH:14]1[O:19][CH2:20][C:21]#[C:22][CH2:23][CH2:24][CH2:25][CH2:26][CH2:27][CH2:28][CH2:29][CH2:30][CH2:31][CH2:32][CH2:33][CH2:34][C:35]([OH:37])=[O:36], predict the reactants needed to synthesize it. The reactants are: S(OOS([O-])(=O)=O)([O-])(=O)=O.[K+].[K+].[O:13]1[CH2:18][CH2:17][CH2:16][CH2:15][CH:14]1[O:19][CH2:20][C:21]#[C:22][CH2:23][CH2:24][CH2:25][CH2:26][CH2:27][CH2:28][CH2:29][CH2:30][CH2:31][CH2:32][CH2:33][CH2:34][CH2:35][OH:36].[OH-:37].[K+]. (3) Given the product [C:13]([O:17][C:60](=[O:61])[NH:1][C@H:2]([CH2:3][C:4]1[CH:5]=[CH:6][CH:7]=[CH:8][CH:9]=1)[C:10]([N:54]1[CH2:55][CH2:56][N:51]([C:46]2[CH:47]=[CH:48][CH:49]=[CH:50][C:45]=2[O:44][CH3:43])[CH2:52][CH2:53]1)=[O:12])([CH3:14])([CH3:15])[CH3:16], predict the reactants needed to synthesize it. The reactants are: [NH2:1][C@@H:2]([C:10]([OH:12])=O)[CH2:3][C:4]1[CH:9]=[CH:8][CH:7]=[CH:6][CH:5]=1.[C:13]([O:17]NC=O)([CH3:16])([CH3:15])[CH3:14].ON1C2C=CC=CC=2N=N1.Cl.CN(C)CCCN=C=NCC.[CH3:43][O:44][C:45]1[CH:50]=[CH:49][CH:48]=[CH:47][C:46]=1[N:51]1[CH2:56][CH2:55][NH:54][CH2:53][CH2:52]1.CN1CC[O:61][CH2:60]C1. (4) Given the product [C:33]([O:32][C:30]([N:26]1[CH2:27][CH2:28][CH2:29][C@H:24]([NH:23][C:18]2[C:17]([N+:20]([O-:22])=[O:21])=[CH:16][N:15]=[C:14]3[N:10]([S:7]([C:1]4[CH:6]=[CH:5][CH:4]=[CH:3][CH:2]=4)(=[O:9])=[O:8])[CH:11]=[CH:12][C:13]=23)[CH2:25]1)=[O:31])([CH3:36])([CH3:34])[CH3:35], predict the reactants needed to synthesize it. The reactants are: [C:1]1([S:7]([N:10]2[C:14]3=[N:15][CH:16]=[C:17]([N+:20]([O-:22])=[O:21])[C:18](Cl)=[C:13]3[CH:12]=[CH:11]2)(=[O:9])=[O:8])[CH:6]=[CH:5][CH:4]=[CH:3][CH:2]=1.[NH2:23][C@H:24]1[CH2:29][CH2:28][CH2:27][N:26]([C:30]([O:32][C:33]([CH3:36])([CH3:35])[CH3:34])=[O:31])[CH2:25]1.C(N(C(C)C)CC)(C)C. (5) Given the product [OH:22][NH:21][C:17](=[O:19])[CH2:16][C:4]1[CH:3]=[C:2]([Cl:1])[C:7]([O:8][C:9]2[CH:14]=[CH:13][CH:12]=[CH:11][CH:10]=2)=[C:6]([Cl:15])[CH:5]=1, predict the reactants needed to synthesize it. The reactants are: [Cl:1][C:2]1[CH:3]=[C:4]([CH2:16][C:17]([O:19]C)=O)[CH:5]=[C:6]([Cl:15])[C:7]=1[O:8][C:9]1[CH:14]=[CH:13][CH:12]=[CH:11][CH:10]=1.[NH2:21][OH:22]. (6) Given the product [C:1]([C:3]1([C:16]2[N:21]=[CH:20][C:19]([C:22]3[CH:30]=[CH:29][C:28]4[N:27]5[C:31](=[O:39])[O:32][C@@H:33]([CH2:34][NH:35][C:36](=[O:38])[CH3:37])[C@@H:26]5[CH2:25][C:24]=4[CH:23]=3)=[CH:18][CH:17]=2)[C@H:4]2[C@@H:8]1[CH2:7][N:6]([C:9](=[O:15])[CH2:10][OH:11])[CH2:5]2)#[N:2], predict the reactants needed to synthesize it. The reactants are: [C:1]([C:3]1([C:16]2[N:21]=[CH:20][C:19]([C:22]3[CH:30]=[CH:29][C:28]4[N:27]5[C:31](=[O:39])[O:32][C@@H:33]([CH2:34][NH:35][C:36](=[O:38])[CH3:37])[C@@H:26]5[CH2:25][C:24]=4[CH:23]=3)=[CH:18][CH:17]=2)[C@H:8]2[C@@H:4]1[CH2:5][N:6]([C:9](=[O:15])[CH2:10][O:11]C(=O)C)[CH2:7]2)#[N:2].C([O-])([O-])=O.[K+].[K+]. (7) Given the product [CH3:24][N:23]([CH3:25])[C:21]1[C:20]2[C:15](=[CH:16][CH:17]=[CH:18][CH:19]=2)[N:14]=[C:13]([NH:12][C@@H:9]2[CH2:8][CH2:7][C@H:6]([C:4]([OH:5])=[O:3])[CH2:11][CH2:10]2)[N:22]=1, predict the reactants needed to synthesize it. The reactants are: C([O:3][C:4]([C@H:6]1[CH2:11][CH2:10][C@@H:9]([NH:12][C:13]2[N:22]=[C:21]([N:23]([CH3:25])[CH3:24])[C:20]3[C:15](=[CH:16][CH:17]=[CH:18][CH:19]=3)[N:14]=2)[CH2:8][CH2:7]1)=[O:5])C. (8) Given the product [CH3:1][O:2][C:3](=[O:12])[C:4]1[CH:9]=[CH:8][C:7]([N:15]([CH3:16])[CH3:14])=[CH:6][C:5]=1[Br:11], predict the reactants needed to synthesize it. The reactants are: [CH3:1][O:2][C:3](=[O:12])[C:4]1[CH:9]=[CH:8][C:7](F)=[CH:6][C:5]=1[Br:11].Cl.[CH3:14][NH:15][CH3:16].C(=O)([O-])[O-].[K+].[K+]. (9) Given the product [CH:7]([C@H:6]1[C:10](=[O:11])[O:12][C:1](=[O:2])[NH:5]1)([CH3:9])[CH3:8], predict the reactants needed to synthesize it. The reactants are: [C:1](Cl)(Cl)=[O:2].[NH2:5][C@H:6]([C:10]([OH:12])=[O:11])[CH:7]([CH3:9])[CH3:8]. (10) The reactants are: [OH-].[Na+].C([O:6][CH2:7][CH2:8][C:9]1[CH:10]=[CH:11][C:12]([O:37][CH2:38][C:39]2[CH:44]=[CH:43][CH:42]=[CH:41][CH:40]=2)=[C:13]([CH:36]=1)[C:14]([NH:16][C:17]1[CH:29]=[C:28]([C:30]2[CH:35]=[CH:34][CH:33]=[CH:32][CH:31]=2)[CH:27]=[CH:26][C:18]=1[C:19]([O:21][C:22]([CH3:25])([CH3:24])[CH3:23])=[O:20])=[O:15])(=O)C.C(O)(=O)C. Given the product [CH2:38]([O:37][C:12]1[CH:11]=[CH:10][C:9]([CH2:8][CH2:7][OH:6])=[CH:36][C:13]=1[C:14]([NH:16][C:17]1[CH:29]=[C:28]([C:30]2[CH:35]=[CH:34][CH:33]=[CH:32][CH:31]=2)[CH:27]=[CH:26][C:18]=1[C:19]([O:21][C:22]([CH3:25])([CH3:24])[CH3:23])=[O:20])=[O:15])[C:39]1[CH:44]=[CH:43][CH:42]=[CH:41][CH:40]=1, predict the reactants needed to synthesize it.